Dataset: Reaction yield outcomes from USPTO patents with 853,638 reactions. Task: Predict the reaction yield, written as a fraction of the theoretical maximum amount of product (1.0 means a 100% yield; for example, 0.34 means a 34% yield). The reactants are [CH:1]([C:3]1[S:7][C:6](B(O)O)=[C:5]([CH3:11])[CH:4]=1)=O.IC1[C:21]2[C:16](=[N:17][CH:18]=[N:19][C:20]=2[NH2:22])[N:15]([CH:23]([CH3:25])[CH3:24])[N:14]=1.[C:26]([O-])([O-])=[O:27].[Na+].[Na+]. The catalyst is CCO.COCCOC.C1C=CC([P]([Pd]([P](C2C=CC=CC=2)(C2C=CC=CC=2)C2C=CC=CC=2)([P](C2C=CC=CC=2)(C2C=CC=CC=2)C2C=CC=CC=2)[P](C2C=CC=CC=2)(C2C=CC=CC=2)C2C=CC=CC=2)(C2C=CC=CC=2)C2C=CC=CC=2)=CC=1. The product is [NH2:22][C:20]1[N:19]=[CH:18][N:17]=[C:16]2[N:15]([CH:23]([CH3:25])[CH3:24])[N:14]=[C:1]([C:3]3[S:7][C:6]([CH:26]=[O:27])=[C:5]([CH3:11])[CH:4]=3)[C:21]=12. The yield is 0.380.